This data is from Forward reaction prediction with 1.9M reactions from USPTO patents (1976-2016). The task is: Predict the product of the given reaction. Given the reactants O=[C:2]1[CH2:5][N:4]([C:6]([O:8][C:9]([CH3:12])([CH3:11])[CH3:10])=[O:7])[CH2:3]1.[CH3:13][O:14][C:15]([CH:17]=P(C1C=CC=CC=1)(C1C=CC=CC=1)C1C=CC=CC=1)=[O:16], predict the reaction product. The product is: [CH3:13][O:14][C:15](=[O:16])[CH:17]=[C:2]1[CH2:5][N:4]([C:6]([O:8][C:9]([CH3:12])([CH3:11])[CH3:10])=[O:7])[CH2:3]1.